Predict the reaction yield, written as a fraction of the theoretical maximum amount of product (1.0 means a 100% yield; for example, 0.34 means a 34% yield). From a dataset of Reaction yield outcomes from USPTO patents with 853,638 reactions. (1) The reactants are C([O:4][CH2:5][C@@H:6]1[C@@H:11]([O:12]C(=O)C)[C@H:10]([O:16]C(=O)C)[C@@:9]([O:21]C(=O)C)([CH3:20])[C@@H:8]([O:25][C:26]2[CH:31]=[CH:30][C:29]([C:32]3[CH:33]=[C:34]4[C:61](=[CH:62][CH:63]=3)[O:60][C@@:37]3([C@@H:42]([O:43]C(=O)C)[C@@H:41]([O:47]C(=O)C)[C@H:40]([O:51]C(=O)C)[C@@H:39]([CH2:55][O:56]C(=O)C)[O:38]3)[CH2:36][CH2:35]4)=[CH:28][C:27]=2[CH3:64])[O:7]1)(=O)C.C[O-].[Na+]. The catalyst is CO. The product is [OH:56][CH2:55][C@H:39]1[O:38][C@@:37]2([CH2:36][CH2:35][C:34]3[C:61](=[CH:62][CH:63]=[C:32]([C:29]4[CH:30]=[CH:31][C:26]([O:25][C@@H:8]5[C@:9]([OH:21])([CH3:20])[C@@H:10]([OH:16])[C@H:11]([OH:12])[C@@H:6]([CH2:5][OH:4])[O:7]5)=[C:27]([CH3:64])[CH:28]=4)[CH:33]=3)[O:60]2)[C@@H:42]([OH:43])[C@@H:41]([OH:47])[C@@H:40]1[OH:51]. The yield is 0.590. (2) The reactants are Cl[CH:2]([CH:8]=O)[C:3]([O:5][CH2:6][CH3:7])=[O:4].[CH3:10][O:11][CH2:12][CH2:13][O:14][C:15]1[CH:20]=[CH:19][N:18]=[C:17]([NH2:21])[CH:16]=1. The catalyst is CCO. The product is [CH3:10][O:11][CH2:12][CH2:13][O:14][C:15]1[CH:20]=[CH:19][N:18]2[C:2]([C:3]([O:5][CH2:6][CH3:7])=[O:4])=[CH:8][N:21]=[C:17]2[CH:16]=1. The yield is 0.570. (3) The reactants are [CH2:1]([O:8][C:9]1[C:10]([F:29])=[C:11]([C:15]2[N:16]=[C:17]([CH:25]3[CH2:28][CH2:27][CH2:26]3)[N:18]3[CH:23]=[CH:22][N:21]=[C:20](Cl)[C:19]=23)[CH:12]=[CH:13][CH:14]=1)[C:2]1[CH:7]=[CH:6][CH:5]=[CH:4][CH:3]=1.C(OC1C(F)=C(C(NC(C2CCC2)=O)C2C(Cl)=NC=C[N:46]=2)C=CC=1)C1C=CC=CC=1. The catalyst is O=P(Cl)(Cl)Cl. The product is [NH2:46][C:20]1[C:19]2[N:18]([C:17]([CH:25]3[CH2:28][CH2:27][CH2:26]3)=[N:16][C:15]=2[C:11]2[CH:12]=[CH:13][CH:14]=[C:9]([O:8][CH2:1][C:2]3[CH:7]=[CH:6][CH:5]=[CH:4][CH:3]=3)[C:10]=2[F:29])[CH:23]=[CH:22][N:21]=1. The yield is 0.750. (4) The reactants are C([O:3][C:4]([C:6]1[C:7]([C:11]2[CH:16]=[CH:15][C:14]([Cl:17])=[CH:13][CH:12]=2)=[N:8][O:9][CH:10]=1)=[O:5])C.C(OC(C1C(C2C=CC(F)=CC=2)=NOC=1)=O)C. No catalyst specified. The product is [Cl:17][C:14]1[CH:13]=[CH:12][C:11]([C:7]2[C:6]([C:4]([OH:5])=[O:3])=[CH:10][O:9][N:8]=2)=[CH:16][CH:15]=1. The yield is 0.920. (5) The catalyst is C1(C)C=CC=CC=1.C1C=CC(/C=C/C(/C=C/C2C=CC=CC=2)=O)=CC=1.C1C=CC(/C=C/C(/C=C/C2C=CC=CC=2)=O)=CC=1.C1C=CC(/C=C/C(/C=C/C2C=CC=CC=2)=O)=CC=1.[Pd].[Pd]. The reactants are Br[C:2]1[CH:7]=[CH:6][C:5]2[C:8]3([CH2:23][O:24][C:4]=2[CH:3]=1)[C:16]1[C:11](=[CH:12][CH:13]=[CH:14][CH:15]=1)[N:10]([CH2:17][CH2:18][CH2:19][CH2:20][CH3:21])[C:9]3=O.[NH2:25][C:26]1[CH:31]=[CH:30][CH:29]=[CH:28][CH:27]=1.CC1(C)C2C(=C(P(C3C=CC=CC=3)C3C=CC=CC=3)C=CC=2)OC2C(P(C3C=CC=CC=3)C3C=CC=CC=3)=CC=CC1=2. The product is [NH:25]([C:2]1[CH:7]=[CH:6][C:5]2[C:8]3([CH2:23][O:24][C:4]=2[CH:3]=1)[C:16]1[C:11](=[CH:12][CH:13]=[CH:14][CH:15]=1)[N:10]([CH2:17][CH2:18][CH2:19][CH2:20][CH3:21])[CH2:9]3)[C:26]1[CH:31]=[CH:30][CH:29]=[CH:28][CH:27]=1. The yield is 0.620. (6) The reactants are [C@@H:1]1([N:10]2[CH:17]=[CH:16][C:14](=[O:15])[NH:13][C:11]2=[O:12])[O:9][C@H:6]([CH2:7]O)[C@@H:4]([OH:5])[C@H:2]1[OH:3].C1(P(C2C=CC=CC=2)C2C=CC=CC=2)C=CC=CC=1.[N-:37]=[N+:38]=[N-:39].[Li+].C(Br)(Br)(Br)Br. The catalyst is CN(C=O)C.C(Cl)(Cl)Cl.CO.CO. The product is [N:37]([CH2:7][C@H:6]1[O:9][C@@H:1]([N:10]2[CH:17]=[CH:16][C:14](=[O:15])[NH:13][C:11]2=[O:12])[C@H:2]([OH:3])[C@@H:4]1[OH:5])=[N+:38]=[N-:39]. The yield is 0.940. (7) The reactants are [C:1]([O:5][C:6]([N:8]1[CH2:12][CH:11]([C:13]#[N:14])[CH2:10][CH:9]1[C:15]1[NH:16][C:17]([C:20]2[CH:25]=[CH:24][C:23](Br)=[CH:22][CH:21]=2)=[CH:18][N:19]=1)=[O:7])([CH3:4])([CH3:3])[CH3:2].[B:27]1([B:27]2[O:31][C:30]([CH3:33])([CH3:32])[C:29]([CH3:35])([CH3:34])[O:28]2)[O:31][C:30]([CH3:33])([CH3:32])[C:29]([CH3:35])([CH3:34])[O:28]1.CC([O-])=O.[K+]. The catalyst is O1CCOCC1.C1C=CC(P(C2C=CC=CC=2)[C-]2C=CC=C2)=CC=1.C1C=CC(P(C2C=CC=CC=2)[C-]2C=CC=C2)=CC=1.Cl[Pd]Cl.[Fe+2]. The product is [C:1]([O:5][C:6]([N:8]1[CH2:12][CH:11]([C:13]#[N:14])[CH2:10][CH:9]1[C:15]1[NH:16][C:17]([C:20]2[CH:25]=[CH:24][C:23]([B:27]3[O:31][C:30]([CH3:33])([CH3:32])[C:29]([CH3:35])([CH3:34])[O:28]3)=[CH:22][CH:21]=2)=[CH:18][N:19]=1)=[O:7])([CH3:4])([CH3:3])[CH3:2]. The yield is 0.480.